Dataset: Reaction yield outcomes from USPTO patents with 853,638 reactions. Task: Predict the reaction yield, written as a fraction of the theoretical maximum amount of product (1.0 means a 100% yield; for example, 0.34 means a 34% yield). (1) The product is [CH3:1][CH:2]1[CH2:6][C:5]2[CH:7]=[C:8]([CH:11]([NH:14][CH2:21][C:16]3[CH:17]=[CH:18][CH:19]=[CH:20][N:15]=3)[CH2:12][CH3:13])[CH:9]=[CH:10][C:4]=2[O:3]1. The yield is 0.720. No catalyst specified. The reactants are [CH3:1][CH:2]1[CH2:6][C:5]2[CH:7]=[C:8]([CH:11]([NH2:14])[CH2:12][CH3:13])[CH:9]=[CH:10][C:4]=2[O:3]1.[N:15]1[CH:20]=[CH:19][CH:18]=[CH:17][C:16]=1[CH:21]=O. (2) The reactants are [CH3:1][O:2][C:3]1[CH:20]=[CH:19][C:18]2[C@@H:17]3[C@:8]([CH:22]=[CH2:23])([C@H:9]4[C@@:13]([CH2:15][CH2:16]3)([CH3:14])[C@@H:12]([OH:21])[CH2:11][CH2:10]4)[CH2:7][CH2:6][C:5]=2[CH:4]=1.[Cr](Cl)([O-])(=O)=O.[NH+]1C=CC=CC=1. The catalyst is ClCCl. The product is [CH3:1][O:2][C:3]1[CH:20]=[CH:19][C:18]2[C@@H:17]3[C@:8]([CH:22]=[CH2:23])([C@H:9]4[C@@:13]([CH2:15][CH2:16]3)([CH3:14])[C:12](=[O:21])[CH2:11][CH2:10]4)[CH2:7][CH2:6][C:5]=2[CH:4]=1. The yield is 0.980. (3) The reactants are Br[C:2]1[CH:3]=[C:4]([NH:13][S:14]([CH2:17][CH3:18])(=[O:16])=[O:15])[CH:5]=[N:6][C:7]=1[O:8][CH2:9][CH:10]1[CH2:12][CH2:11]1.[CH3:19][C:20]1([CH3:36])[C:24]([CH3:26])([CH3:25])[O:23][B:22]([B:22]2[O:23][C:24]([CH3:26])([CH3:25])[C:20]([CH3:36])([CH3:19])[O:21]2)[O:21]1.CC([O-])=O.[K+]. The catalyst is O1CCOCC1. The product is [CH:10]1([CH2:9][O:8][C:7]2[N:6]=[CH:5][C:4]([NH:13][S:14]([CH2:17][CH3:18])(=[O:16])=[O:15])=[CH:3][C:2]=2[B:22]2[O:23][C:24]([CH3:26])([CH3:25])[C:20]([CH3:36])([CH3:19])[O:21]2)[CH2:12][CH2:11]1. The yield is 0.650. (4) The catalyst is CN(C=O)C. The product is [N:1]1[C:5]2[C:4](=[N:9][CH:8]=[CH:7][CH:6]=2)[N:3]([CH2:13][C:14]2[CH:24]=[CH:23][C:17]3[N:18]=[C:19]([S:21][CH3:22])[O:20][C:16]=3[CH:15]=2)[CH:2]=1. The yield is 0.380. The reactants are [N:1]1[C:5]2[CH:6]=[CH:7][CH:8]=[N:9][C:4]=2[NH:3][CH:2]=1.[H-].[Na+].Cl[CH2:13][C:14]1[CH:24]=[CH:23][C:17]2[N:18]=[C:19]([S:21][CH3:22])[O:20][C:16]=2[CH:15]=1.O. (5) The reactants are [Cl:1][C:2]1[C:11]2[C:6](=[CH:7][C:8]([N:20]3[CH2:24][CH2:23][C@@H:22]([N:25]([CH3:27])[CH3:26])[CH2:21]3)=[CH:9][C:10]=2[O:12][CH:13]2[CH2:18][CH2:17][N:16]([CH3:19])[CH2:15][CH2:14]2)[N:5]=[CH:4][N:3]=1.[Br:28][C:29]1[CH:30]=[C:31]([CH:33]=[CH:34][CH:35]=1)[NH2:32].Cl. The catalyst is O1CCOCC1.CC(O)C. The product is [ClH:1].[Br:28][C:29]1[CH:30]=[C:31]([CH:33]=[CH:34][CH:35]=1)[NH:32][C:2]1[C:11]2[C:6](=[CH:7][C:8]([N:20]3[CH2:24][CH2:23][C@@H:22]([N:25]([CH3:26])[CH3:27])[CH2:21]3)=[CH:9][C:10]=2[O:12][CH:13]2[CH2:18][CH2:17][N:16]([CH3:19])[CH2:15][CH2:14]2)[N:5]=[CH:4][N:3]=1. The yield is 0.430.